Dataset: Forward reaction prediction with 1.9M reactions from USPTO patents (1976-2016). Task: Predict the product of the given reaction. (1) Given the reactants [C:1]([O:5][C:6]([N:8]1[CH2:14][CH2:13][C:12]2[C:15]([SH:20])=[C:16]([Cl:19])[CH:17]=[CH:18][C:11]=2[CH2:10][CH2:9]1)=[O:7])([CH3:4])([CH3:3])[CH3:2].C(N(CC)CC)C.CS(O[CH2:33][C:34]1[CH:39]=[CH:38][C:37]([C:40]([C:42]2[CH:43]=[N:44][CH:45]=[CH:46][CH:47]=2)=[O:41])=[CH:36][CH:35]=1)(=O)=O, predict the reaction product. The product is: [C:1]([O:5][C:6]([N:8]1[CH2:14][CH2:13][C:12]2[C:15]([S:20][CH2:33][C:34]3[CH:35]=[CH:36][C:37]([C:40]([C:42]4[CH:43]=[N:44][CH:45]=[CH:46][CH:47]=4)=[O:41])=[CH:38][CH:39]=3)=[C:16]([Cl:19])[CH:17]=[CH:18][C:11]=2[CH2:10][CH2:9]1)=[O:7])([CH3:4])([CH3:2])[CH3:3]. (2) Given the reactants [C:1]1([CH2:7][O:8][C:9]2[CH:14]=[CH:13][C:12]([CH2:15][N:16]3[CH2:22][CH2:21][CH2:20][NH:19][CH2:18][CH2:17]3)=[CH:11][CH:10]=2)[CH:6]=[CH:5][CH:4]=[CH:3][CH:2]=1.Br[CH2:24][CH2:25][CH2:26][C:27]([O:29][CH3:30])=[O:28].C(N(CC)CC)C.C(=O)(O)[O-], predict the reaction product. The product is: [C:1]1([CH2:7][O:8][C:9]2[CH:14]=[CH:13][C:12]([CH2:15][N:16]3[CH2:22][CH2:21][CH2:20][N:19]([CH2:24][CH2:25][CH2:26][C:27]([O:29][CH3:30])=[O:28])[CH2:18][CH2:17]3)=[CH:11][CH:10]=2)[CH:6]=[CH:5][CH:4]=[CH:3][CH:2]=1. (3) Given the reactants [Cl:1][C:2]1[CH:3]=[C:4]([C:11]2[S:15][CH:14]=[N:13][CH:12]=2)[CH:5]=[C:6]([N+:8]([O-])=O)[CH:7]=1.[Sn](Cl)Cl.C([O-])(O)=O.[Na+], predict the reaction product. The product is: [Cl:1][C:2]1[CH:7]=[C:6]([NH2:8])[CH:5]=[C:4]([C:11]2[S:15][CH:14]=[N:13][CH:12]=2)[CH:3]=1. (4) Given the reactants [OH:1][C@H:2]1[CH2:7][CH2:6][C@H:5]([C:8]([OH:10])=[O:9])[CH2:4][CH2:3]1.[C:11]([O-])([O-])=O.[K+].[K+].IC, predict the reaction product. The product is: [CH3:11][O:9][C:8]([C@H:5]1[CH2:6][CH2:7][C@@H:2]([OH:1])[CH2:3][CH2:4]1)=[O:10]. (5) Given the reactants C[Si](C)(C)[C:3]1[S:4][CH:5]=[CH:6][N:7]=1.[CH2:10]([O:12][C:13](=[O:19])[CH2:14][CH2:15][C:16](Cl)=[O:17])[CH3:11].C([O-])(O)=O.[Na+], predict the reaction product. The product is: [CH2:10]([O:12][C:13](=[O:19])[CH2:14][CH2:15][C:16](=[O:17])[C:3]1[S:4][CH:5]=[CH:6][N:7]=1)[CH3:11]. (6) Given the reactants [C:1]([CH:3]1[CH2:6][N:5]([C:7](=[O:39])[C@H:8]([NH:10][C:11]([C:13]2[C:21]3[C:16](=[N:17][CH:18]=[C:19]([C:22]4[CH:23]=[C:24]([CH:28]=[CH:29][CH:30]=4)[C:25](O)=[O:26])[N:20]=3)[N:15]([CH2:31][O:32][CH2:33][CH2:34][Si:35]([CH3:38])([CH3:37])[CH3:36])[CH:14]=2)=[O:12])[CH3:9])[CH2:4]1)#[N:2].CN(C(ON1N=[N:55][C:50]2[CH:51]=CC=N[C:49]1=2)=[N+](C)C)C.F[P-](F)(F)(F)(F)F.C(N)(C)C, predict the reaction product. The product is: [C:1]([CH:3]1[CH2:4][N:5]([C:7](=[O:39])[C@H:8]([NH:10][C:11]([C:13]2[C:21]3[C:16](=[N:17][CH:18]=[C:19]([C:22]4[CH:30]=[CH:29][CH:28]=[C:24]([C:25](=[O:26])[NH:55][CH:50]([CH3:51])[CH3:49])[CH:23]=4)[N:20]=3)[N:15]([CH2:31][O:32][CH2:33][CH2:34][Si:35]([CH3:37])([CH3:36])[CH3:38])[CH:14]=2)=[O:12])[CH3:9])[CH2:6]1)#[N:2]. (7) Given the reactants I[C:2]1[C:10]2[C:5](=[N:6][CH:7]=[N:8][C:9]=2[NH2:11])[N:4]([CH:12]([CH3:14])[CH3:13])[N:3]=1.[CH3:15][NH:16][C:17]1[S:18][C:19]2[CH:25]=[C:24](B3OC(C)(C)C(C)(C)O3)[CH:23]=[CH:22][C:20]=2[N:21]=1.C1(P(C2C=CC=CC=2)C2C=CC=CC=2)C=CC=CC=1.C([O-])([O-])=O.[Na+].[Na+], predict the reaction product. The product is: [CH:12]([N:4]1[C:5]2=[N:6][CH:7]=[N:8][C:9]([NH2:11])=[C:10]2[C:2]([C:24]2[CH:23]=[CH:22][C:20]3[N:21]=[C:17]([NH:16][CH3:15])[S:18][C:19]=3[CH:25]=2)=[N:3]1)([CH3:14])[CH3:13].